From a dataset of Forward reaction prediction with 1.9M reactions from USPTO patents (1976-2016). Predict the product of the given reaction. (1) Given the reactants N[C@H:2]([C:6]1C=CC=CC=1)[C@@H:3]([OH:5])[CH3:4].Br[C:13]1[CH:14]=[CH:15][C:16]2[O:17][CH2:18][C:19](=[O:23])[NH:20][C:21]=2[N:22]=1, predict the reaction product. The product is: [CH2:15]([C@H:16]1[CH2:21][N:20]([C:13]2[CH:14]=[CH:15][C:16]3[O:17][CH2:18][C:19](=[O:23])[NH:20][C:21]=3[N:22]=2)[CH2:4][C@@H:3]([CH2:2][CH3:6])[O:5]1)[CH3:14]. (2) Given the reactants [Cl:1][C:2]1[N:3]=[CH:4][CH:5]=[C:6]2[C:10]([CH3:11])=[C:9]([CH3:12])[N:8]([CH2:13][CH3:14])[C:7]=12.[CH3:15][C:16]1[CH:23]=[CH:22][C:19]([CH2:20][NH2:21])=[CH:18][CH:17]=1, predict the reaction product. The product is: [ClH:1].[CH2:13]([N:8]1[C:7]2=[C:2]([NH:21][CH2:20][C:19]3[CH:22]=[CH:23][C:16]([CH3:15])=[CH:17][CH:18]=3)[N:3]=[CH:4][CH:5]=[C:6]2[C:10]([CH3:11])=[C:9]1[CH3:12])[CH3:14]. (3) Given the reactants [Cl:1][C:2]1[CH:7]=[CH:6][C:5]([C:8]2[S:9][C:10]([CH3:21])=[C:11]([C:13]3[C:14](=[O:20])[CH2:15][CH2:16][C:17]=3[O:18][CH3:19])[N:12]=2)=[CH:4][CH:3]=1.C([N-]C(C)C)(C)C.[Li+].[O:30]1[CH2:35][CH2:34][CH:33]([CH:36]=O)[CH2:32][CH2:31]1.CC(C)([O-])C.[K+], predict the reaction product. The product is: [Cl:1][C:2]1[CH:7]=[CH:6][C:5]([C:8]2[S:9][C:10]([CH3:21])=[C:11]([C:13]3[C:14](=[O:20])/[C:15](=[CH:36]/[CH:33]4[CH2:34][CH2:35][O:30][CH2:31][CH2:32]4)/[CH2:16][C:17]=3[O:18][CH3:19])[N:12]=2)=[CH:4][CH:3]=1. (4) Given the reactants [CH:1]([C@@H:3]1[CH2:5][C@H:4]1[C:6]([O:8][CH2:9][CH3:10])=[O:7])=[O:2].[BH4-].[Na+], predict the reaction product. The product is: [OH:2][CH2:1][C@@H:3]1[CH2:5][C@H:4]1[C:6]([O:8][CH2:9][CH3:10])=[O:7]. (5) Given the reactants [H-].[Al+3].[Li+].[H-].[H-].[H-].[Si:7]([O:14][CH2:15][CH2:16][CH2:17][CH2:18][CH2:19][CH2:20][CH2:21][CH2:22][CH2:23][CH2:24][CH2:25][CH2:26][CH2:27][CH2:28][C:29]1[C:38]([O:39][CH3:40])=[CH:37][C:32]([C:33](OC)=[O:34])=[CH:31][C:30]=1[O:41][CH3:42])([C:10]([CH3:13])([CH3:12])[CH3:11])([CH3:9])[CH3:8].C(C(C(C([O-])=O)O)O)([O-])=O.[Na+].[Na+], predict the reaction product. The product is: [Si:7]([O:14][CH2:15][CH2:16][CH2:17][CH2:18][CH2:19][CH2:20][CH2:21][CH2:22][CH2:23][CH2:24][CH2:25][CH2:26][CH2:27][CH2:28][C:29]1[C:38]([O:39][CH3:40])=[CH:37][C:32]([CH2:33][OH:34])=[CH:31][C:30]=1[O:41][CH3:42])([C:10]([CH3:13])([CH3:12])[CH3:11])([CH3:8])[CH3:9]. (6) The product is: [CH:14]1[CH:15]=[C:16]2[C:17]([OH:19])=[C:18]3[C:9](=[C:10]([OH:20])[C:11]2=[CH:12][CH:13]=1)[CH:8]=[CH:7][CH:6]=[CH:5]3. Given the reactants OO.[H][H].[CH:5]1[C:18]2[C:17](=[O:19])[C:16]3[C:11](=[CH:12][CH:13]=[CH:14][CH:15]=3)[C:10](=[O:20])[C:9]=2[CH:8]=[CH:7][CH:6]=1, predict the reaction product. (7) Given the reactants [Cl:1][C:2]1[CH:14]=[C:13]([Cl:15])[C:12]([S:16][C:17]2[N:21]([CH3:22])[N:20]=[C:19]([CH3:23])[C:18]=2[CH:24]=O)=[CH:11][C:3]=1[O:4][C@H:5]([CH3:10])[C:6]([O:8][CH3:9])=[O:7].Cl.[NH2:27][OH:28].C([O-])(=O)C.[Na+].O, predict the reaction product. The product is: [Cl:1][C:2]1[CH:14]=[C:13]([Cl:15])[C:12]([S:16][C:17]2[N:21]([CH3:22])[N:20]=[C:19]([CH3:23])[C:18]=2/[CH:24]=[N:27]/[OH:28])=[CH:11][C:3]=1[O:4][C@H:5]([CH3:10])[C:6]([O:8][CH3:9])=[O:7].